This data is from Retrosynthesis with 50K atom-mapped reactions and 10 reaction types from USPTO. The task is: Predict the reactants needed to synthesize the given product. (1) Given the product CCCC(NC1Cc2ccc(Cl)cc2C1)C(=O)Nc1cn(C(C)(C)CN2CCCC2)cn1, predict the reactants needed to synthesize it. The reactants are: CCCC(N)C(=O)Nc1cn(C(C)(C)CN2CCCC2)cn1.O=C1Cc2ccc(Cl)cc2C1. (2) Given the product CCCCc1nc2c(C)cc(NC(=O)N3CCOCC3)cc2n1Cc1ccc(-c2ccccc2C(=O)O)cc1, predict the reactants needed to synthesize it. The reactants are: CCCCc1nc2c(C)cc(NC(=O)N3CCOCC3)cc2n1Cc1ccc(-c2ccccc2C(=O)OC(C)(C)C)cc1. (3) Given the product CC(=O)NC(C(=O)OC(C)(C)C)C(C(O)CN)N1CCc2ccccc2C1=O, predict the reactants needed to synthesize it. The reactants are: CC(=O)NC(C(=O)OC(C)(C)C)C(C(O)C[N+](=O)[O-])N1CCc2ccccc2C1=O.